From a dataset of Retrosynthesis with 50K atom-mapped reactions and 10 reaction types from USPTO. Predict the reactants needed to synthesize the given product. (1) Given the product O=C(O)Cn1c(-c2ccc(Cl)cc2)nc2cccnc21, predict the reactants needed to synthesize it. The reactants are: CCOC(=O)Cn1c(-c2ccc(Cl)cc2)nc2cccnc21. (2) Given the product Cc1cccc(C)c1NC(=O)CBr, predict the reactants needed to synthesize it. The reactants are: Cc1cccc(C)c1N.O=C(O)CBr. (3) Given the product CC(C)c1ccc(S(=O)(=O)NCC(=O)NCC2CCN(Cc3ccc(Cl)cc3)CC2)cc1, predict the reactants needed to synthesize it. The reactants are: CC(C)c1ccc(S(=O)(=O)Cl)cc1.NCC(=O)NCC1CCN(Cc2ccc(Cl)cc2)CC1. (4) Given the product CN1CCN(C2CCN(C(=O)c3ccc(-c4ccn5ncc(-c6ccc(C#N)cc6)c5n4)cc3)CC2)CC1, predict the reactants needed to synthesize it. The reactants are: CN1CCN(C2CCNCC2)CC1.N#Cc1ccc(-c2cnn3ccc(-c4ccc(C(=O)O)cc4)nc23)cc1. (5) Given the product COc1ccc(Cn2cc(C(C)=O)c(-c3cccc([N+](=O)[O-])c3)n2)cc1, predict the reactants needed to synthesize it. The reactants are: CC(=O)c1c[nH]nc1-c1cccc([N+](=O)[O-])c1.COc1ccc(CCl)cc1. (6) Given the product CN1CCN(Cc2ccc(NC(=O)c3cccc4cc(Oc5cc(N)ncn5)ccc34)cc2C(F)(F)F)CC1, predict the reactants needed to synthesize it. The reactants are: CC(=O)Nc1cc(Oc2ccc3c(C(=O)Nc4ccc(CN5CCN(C)CC5)c(C(F)(F)F)c4)cccc3c2)ncn1. (7) The reactants are: CC(O)CN.CCOC(=O)c1cnc(N)c2c(COc3ccc(Br)cc3)csc12. Given the product CC(O)CNC(=O)c1cnc(N)c2c(COc3ccc(Br)cc3)csc12, predict the reactants needed to synthesize it. (8) The reactants are: CC(C)(C)OC(=O)N1CCC(NCc2ccc(Br)cc2)CC1.CCCCCc1ccc(C(=O)O)nc1. Given the product CCCCCc1ccc(C(=O)N(Cc2ccc(Br)cc2)C2CCN(C(=O)OC(C)(C)C)CC2)nc1, predict the reactants needed to synthesize it.